This data is from Full USPTO retrosynthesis dataset with 1.9M reactions from patents (1976-2016). The task is: Predict the reactants needed to synthesize the given product. (1) Given the product [F:18][C:19]([F:21])([F:20])[C:4](=[O:17])[C:5]([F:15])([F:16])[CH2:6][CH2:7][CH2:8][C:9]1[CH:10]=[CH:11][CH:12]=[CH:13][CH:14]=1, predict the reactants needed to synthesize it. The reactants are: C(O[C:4](=[O:17])[C:5]([F:16])([F:15])[CH2:6][CH2:7][CH2:8][C:9]1[CH:14]=[CH:13][CH:12]=[CH:11][CH:10]=1)C.[F:18][C:19]([Si](C)(C)C)([F:21])[F:20].[F-].[Cs+].Cl. (2) Given the product [CH2:27]([N:23]1[CH2:24][CH2:25][O:26][CH:21]([C:18]2[CH:17]=[CH:16][C:15]([NH2:14])=[CH:20][CH:19]=2)[CH2:22]1)[C:28]1[CH:29]=[CH:30][CH:31]=[CH:32][CH:33]=1, predict the reactants needed to synthesize it. The reactants are: C(=[N:14][C:15]1[CH:20]=[CH:19][C:18]([CH:21]2[O:26][CH2:25][CH2:24][N:23]([CH2:27][C:28]3[CH:33]=[CH:32][CH:31]=[CH:30][CH:29]=3)[CH2:22]2)=[CH:17][CH:16]=1)(C1C=CC=CC=1)C1C=CC=CC=1.Cl.